From a dataset of Peptide-MHC class II binding affinity with 134,281 pairs from IEDB. Regression. Given a peptide amino acid sequence and an MHC pseudo amino acid sequence, predict their binding affinity value. This is MHC class II binding data. (1) The peptide sequence is AQGPKATFEAMYLGT. The MHC is DRB1_0701 with pseudo-sequence DRB1_0701. The binding affinity (normalized) is 0.296. (2) The binding affinity (normalized) is 0.422. The MHC is HLA-DQA10102-DQB10602 with pseudo-sequence HLA-DQA10102-DQB10602. The peptide sequence is ASNPNYLAILVKYVD. (3) The peptide sequence is RVLDTVEKWLACGVD. The MHC is DRB1_1301 with pseudo-sequence DRB1_1301. The binding affinity (normalized) is 0.631. (4) The peptide sequence is FNVLKVIRSETSVHE. The MHC is DRB1_0101 with pseudo-sequence DRB1_0101. The binding affinity (normalized) is 0.779. (5) The peptide sequence is AAAQASAAAAAYEAA. The MHC is DRB1_1201 with pseudo-sequence DRB1_1201. The binding affinity (normalized) is 0. (6) The peptide sequence is YDKFLENVSTVLTGK. The MHC is DRB1_0401 with pseudo-sequence DRB1_0401. The binding affinity (normalized) is 0.550. (7) The peptide sequence is AASLRKAGKSVVVLNK. The MHC is DRB5_0101 with pseudo-sequence DRB5_0101. The binding affinity (normalized) is 0.714. (8) The peptide sequence is GSRSLTDLLRALGAQ. The MHC is DRB1_0404 with pseudo-sequence DRB1_0404. The binding affinity (normalized) is 0.220.